From a dataset of Catalyst prediction with 721,799 reactions and 888 catalyst types from USPTO. Predict which catalyst facilitates the given reaction. (1) Reactant: [NH2:1][C:2]1[CH:7]=[CH:6][CH:5]=[C:4]([CH3:8])[C:3]=1[OH:9].C(N(C(C)C)C(C)C)C.OC1C=CC=C[N+]=1[O-].[NH2:27][C:28]1[C:33]([C:34](Cl)=[O:35])=[CH:32][C:31]([C:37]2[CH:38]=[N:39][N:40]([CH:42]3[CH2:47][CH2:46][NH+:45]([CH3:48])[CH2:44][CH2:43]3)[CH:41]=2)=[CH:30][N:29]=1.Cl.C(N=C=NCCCN(C)C)C. Product: [NH2:27][C:28]1[C:33]([C:34]([NH:1][C:2]2[CH:7]=[CH:6][CH:5]=[C:4]([CH3:8])[C:3]=2[OH:9])=[O:35])=[CH:32][C:31]([C:37]2[CH:38]=[N:39][N:40]([CH:42]3[CH2:47][CH2:46][N:45]([CH3:48])[CH2:44][CH2:43]3)[CH:41]=2)=[CH:30][N:29]=1. The catalyst class is: 44. (2) Reactant: [CH3:1][S:2]([C:5]1[CH:10]=[CH:9][C:8]([C:11]2[N:16]=[CH:15][C:14]([O:17][CH:18]([CH:21]3[CH2:26][CH2:25][N:24]([C:27]([O:29][CH:30]([CH3:32])[CH3:31])=[O:28])[CH2:23][CH2:22]3)[CH2:19][CH3:20])=[CH:13][CH:12]=2)=[CH:7][CH:6]=1)(=[O:4])=[O:3].C(=O)=O. Product: [CH3:1][S:2]([C:5]1[CH:10]=[CH:9][C:8]([C:11]2[N:16]=[CH:15][C:14]([O:17][C@@H:18]([CH:21]3[CH2:26][CH2:25][N:24]([C:27]([O:29][CH:30]([CH3:31])[CH3:32])=[O:28])[CH2:23][CH2:22]3)[CH2:19][CH3:20])=[CH:13][CH:12]=2)=[CH:7][CH:6]=1)(=[O:3])=[O:4]. The catalyst class is: 5. (3) Reactant: [Cl:1][C:2]1[CH:9]=[CH:8][C:5]([CH:6]=O)=[CH:4][CH:3]=1.[CH3:10][C:11]1([CH3:19])[O:18][C:16](=[O:17])[CH2:15][C:13](=[O:14])[O:12]1.N1CCCC1C(O)=O.[F:28][C:29]1[C:37]([CH2:38][S:39][CH3:40])=[C:36]2[C:32]([CH:33]=[CH:34][NH:35]2)=[CH:31][CH:30]=1. Product: [Cl:1][C:2]1[CH:9]=[CH:8][C:5]([CH:6]([C:33]2[C:32]3[C:36](=[C:37]([CH2:38][S:39][CH3:40])[C:29]([F:28])=[CH:30][CH:31]=3)[NH:35][CH:34]=2)[CH:15]2[C:16](=[O:17])[O:18][C:11]([CH3:19])([CH3:10])[O:12][C:13]2=[O:14])=[CH:4][CH:3]=1. The catalyst class is: 10. (4) Product: [CH3:33][S:32]([C:26]1[N:25]=[C:24]2[N:23]([CH3:34])[C:22](=[O:35])[N:21]([C:3]3[CH:4]=[C:5]([NH:8][C:9](=[O:20])[C:10]4[CH:15]=[CH:14][CH:13]=[C:12]([C:16]([F:17])([F:18])[F:19])[CH:11]=4)[CH:6]=[CH:7][C:2]=3[CH3:1])[C:30](=[O:31])[C:29]2=[CH:28][N:27]=1)=[O:40]. The catalyst class is: 22. Reactant: [CH3:1][C:2]1[CH:7]=[CH:6][C:5]([NH:8][C:9](=[O:20])[C:10]2[CH:15]=[CH:14][CH:13]=[C:12]([C:16]([F:19])([F:18])[F:17])[CH:11]=2)=[CH:4][C:3]=1[N:21]1[C:30](=[O:31])[C:29]2[C:24](=[N:25][C:26]([S:32][CH3:33])=[N:27][CH:28]=2)[N:23]([CH3:34])[C:22]1=[O:35].CN(C=[O:40])C.ClC1C=C(C=CC=1)C(OO)=O.